The task is: Predict the reaction yield, written as a fraction of the theoretical maximum amount of product (1.0 means a 100% yield; for example, 0.34 means a 34% yield).. This data is from Reaction yield outcomes from USPTO patents with 853,638 reactions. The reactants are [NH2:1][C:2]1[C:3]([C:13]([NH:15][CH3:16])=[O:14])=[N:4][N:5]2[CH2:10][CH2:9][N:8]([CH3:11])[C:7](=[O:12])[C:6]=12.[F:17][C:18]([F:33])([F:32])[C:19]1[C:27]2[CH2:26][CH2:25][CH2:24][CH2:23][C:22]=2[N:21]([CH2:28][C:29](O)=[O:30])[N:20]=1.[I-].ClC1C=CC=C[N+]=1C.C(N(CC)C(C)C)(C)C. The catalyst is O1CCOCC1. The product is [CH3:16][NH:15][C:13]([C:3]1[C:2]([NH:1][C:29](=[O:30])[CH2:28][N:21]2[C:22]3[CH2:23][CH2:24][CH2:25][CH2:26][C:27]=3[C:19]([C:18]([F:32])([F:17])[F:33])=[N:20]2)=[C:6]2[C:7](=[O:12])[N:8]([CH3:11])[CH2:9][CH2:10][N:5]2[N:4]=1)=[O:14]. The yield is 0.280.